This data is from NCI-60 drug combinations with 297,098 pairs across 59 cell lines. The task is: Regression. Given two drug SMILES strings and cell line genomic features, predict the synergy score measuring deviation from expected non-interaction effect. (1) Drug 2: C#CCC(CC1=CN=C2C(=N1)C(=NC(=N2)N)N)C3=CC=C(C=C3)C(=O)NC(CCC(=O)O)C(=O)O. Cell line: IGROV1. Synergy scores: CSS=72.2, Synergy_ZIP=0.266, Synergy_Bliss=-1.29, Synergy_Loewe=-7.98, Synergy_HSA=-0.839. Drug 1: CS(=O)(=O)CCNCC1=CC=C(O1)C2=CC3=C(C=C2)N=CN=C3NC4=CC(=C(C=C4)OCC5=CC(=CC=C5)F)Cl. (2) Drug 1: C1CN(CCN1C(=O)CCBr)C(=O)CCBr. Drug 2: C(CN)CNCCSP(=O)(O)O. Cell line: MALME-3M. Synergy scores: CSS=25.9, Synergy_ZIP=-0.704, Synergy_Bliss=-1.46, Synergy_Loewe=-25.7, Synergy_HSA=0.505. (3) Drug 1: CCC1(CC2CC(C3=C(CCN(C2)C1)C4=CC=CC=C4N3)(C5=C(C=C6C(=C5)C78CCN9C7C(C=CC9)(C(C(C8N6C=O)(C(=O)OC)O)OC(=O)C)CC)OC)C(=O)OC)O.OS(=O)(=O)O. Drug 2: CCCCCOC(=O)NC1=NC(=O)N(C=C1F)C2C(C(C(O2)C)O)O. Cell line: NCI-H322M. Synergy scores: CSS=2.45, Synergy_ZIP=1.99, Synergy_Bliss=7.63, Synergy_Loewe=-0.855, Synergy_HSA=0.946.